From a dataset of Merck oncology drug combination screen with 23,052 pairs across 39 cell lines. Regression. Given two drug SMILES strings and cell line genomic features, predict the synergy score measuring deviation from expected non-interaction effect. (1) Drug 1: O=C(CCCCCCC(=O)Nc1ccccc1)NO. Drug 2: O=C(NOCC(O)CO)c1ccc(F)c(F)c1Nc1ccc(I)cc1F. Cell line: NCIH520. Synergy scores: synergy=-4.98. (2) Drug 1: CC1CC2C3CCC4=CC(=O)C=CC4(C)C3(F)C(O)CC2(C)C1(O)C(=O)CO. Drug 2: CCN(CC)CCNC(=O)c1c(C)[nH]c(C=C2C(=O)Nc3ccc(F)cc32)c1C. Cell line: A2058. Synergy scores: synergy=9.03. (3) Drug 1: CS(=O)(=O)CCNCc1ccc(-c2ccc3ncnc(Nc4ccc(OCc5cccc(F)c5)c(Cl)c4)c3c2)o1. Drug 2: Cn1cc(-c2cnn3c(N)c(Br)c(C4CCCNC4)nc23)cn1. Cell line: A427. Synergy scores: synergy=-9.16. (4) Drug 1: Nc1ccn(C2OC(CO)C(O)C2(F)F)c(=O)n1. Drug 2: CC(C)CC(NC(=O)C(Cc1ccccc1)NC(=O)c1cnccn1)B(O)O. Cell line: A375. Synergy scores: synergy=-13.8. (5) Drug 1: C=CCn1c(=O)c2cnc(Nc3ccc(N4CCN(C)CC4)cc3)nc2n1-c1cccc(C(C)(C)O)n1. Drug 2: CCc1c2c(nc3ccc(O)cc13)-c1cc3c(c(=O)n1C2)COC(=O)C3(O)CC. Cell line: EFM192B. Synergy scores: synergy=3.31.